This data is from Catalyst prediction with 721,799 reactions and 888 catalyst types from USPTO. The task is: Predict which catalyst facilitates the given reaction. (1) Reactant: [Cl:1][C:2]1[CH:18]=[CH:17][C:5]([O:6][C:7]2[CH:12]=[CH:11][C:10]([OH:13])=[C:9]([CH2:14][CH:15]=[CH2:16])[CH:8]=2)=[CH:4][CH:3]=1. Product: [Cl:1][C:2]1[CH:18]=[CH:17][C:5]([O:6][C:7]2[CH:12]=[CH:11][C:10]([OH:13])=[C:9]([CH2:14][CH2:15][CH3:16])[CH:8]=2)=[CH:4][CH:3]=1. The catalyst class is: 78. (2) Reactant: [F:1][C:2]1[CH:7]=[CH:6][C:5]([CH2:8][C@H:9]([NH2:12])[CH:10]=[CH2:11])=[CH:4][CH:3]=1.[F:13][C:14]([F:25])([F:24])[C:15](O[C:15](=[O:16])[C:14]([F:25])([F:24])[F:13])=[O:16].CCCCCC. Product: [F:13][C:14]([F:25])([F:24])[C:15]([NH:12][C@H:9]([CH:10]=[CH2:11])[CH2:8][C:5]1[CH:4]=[CH:3][C:2]([F:1])=[CH:7][CH:6]=1)=[O:16]. The catalyst class is: 202. (3) Reactant: [NH2:1][C:2]1[C:7]([CH3:8])=[C:6]([Cl:9])[CH:5]=[CH:4][C:3]=1[NH:10][C:11]([C@@H:13]1[CH2:17][C@H:16]([F:18])[CH2:15][N:14]1[C:19]([O:21][C:22]([CH3:25])([CH3:24])[CH3:23])=[O:20])=O.CC(O)=O. Product: [Cl:9][C:6]1[CH:5]=[CH:4][C:3]2[N:10]=[C:11]([C@@H:13]3[CH2:17][C@H:16]([F:18])[CH2:15][N:14]3[C:19]([O:21][C:22]([CH3:25])([CH3:24])[CH3:23])=[O:20])[NH:1][C:2]=2[C:7]=1[CH3:8]. The catalyst class is: 11. (4) Reactant: Cl.[Cl:2][C:3]1[C:8]([Cl:9])=[CH:7][CH:6]=[CH:5][C:4]=1[N:10]1[CH2:15][CH2:14][NH:13][CH2:12][CH2:11]1.C(N(C(C)C)CC)(C)C.Cl[CH2:26][CH2:27][CH2:28][C:29]([N:31]1[C:39]2[C:34](=[CH:35][CH:36]=[CH:37][CH:38]=2)[CH2:33][CH2:32]1)=[O:30].O. Product: [Cl:2][C:3]1[C:8]([Cl:9])=[CH:7][CH:6]=[CH:5][C:4]=1[N:10]1[CH2:15][CH2:14][N:13]([CH2:26][CH2:27][CH2:28][C:29]([N:31]2[C:39]3[C:34](=[CH:35][CH:36]=[CH:37][CH:38]=3)[CH2:33][CH2:32]2)=[O:30])[CH2:12][CH2:11]1. The catalyst class is: 9. (5) Reactant: [CH3:1][C:2]1[S:6][C:5]([C:7]([NH2:9])=O)=[CH:4][CH:3]=1.COC1C=CC(P2(SP(C3C=CC(OC)=CC=3)(=S)S2)=[S:19])=CC=1.C(=O)([O-])O.[Na+]. Product: [CH3:1][C:2]1[S:6][C:5]([C:7](=[S:19])[NH2:9])=[CH:4][CH:3]=1. The catalyst class is: 7. (6) The catalyst class is: 3. Reactant: Cl.[F:2][C:3]1[CH:4]=[C:5]2[C:10](=[CH:11][CH:12]=1)[N:9]=[CH:8][CH:7]=[C:6]2[N:13]1[CH2:18][CH2:17][NH:16][CH2:15][CH2:14]1.C([O-])([O-])=O.[K+].[K+].Br[CH:26]([CH2:32][CH2:33][CH3:34])[C:27]([O:29][CH2:30][CH3:31])=[O:28]. Product: [F:2][C:3]1[CH:4]=[C:5]2[C:10](=[CH:11][CH:12]=1)[N:9]=[CH:8][CH:7]=[C:6]2[N:13]1[CH2:14][CH2:15][N:16]([CH:26]([CH2:32][CH2:33][CH3:34])[C:27]([O:29][CH2:30][CH3:31])=[O:28])[CH2:17][CH2:18]1. (7) Reactant: Cl.[N+:2]([C:5]1[CH:10]=[CH:9][C:8]([O:11][C:12](=[O:26])[NH:13][C:14]2[CH:19]=[CH:18][C:17]([N:20]3[CH2:25][CH2:24][O:23][CH2:22][CH2:21]3)=[CH:16][CH:15]=2)=[CH:7][CH:6]=1)([O-:4])=[O:3]. The catalyst class is: 6. Product: [N+:2]([C:5]1[CH:6]=[CH:7][C:8]([O:11][C:12](=[O:26])[NH:13][C:14]2[CH:15]=[CH:16][C:17]([N:20]3[CH2:21][CH2:22][O:23][CH2:24][CH2:25]3)=[CH:18][CH:19]=2)=[CH:9][CH:10]=1)([O-:4])=[O:3]. (8) Reactant: [OH:1][CH2:2][CH2:3][CH2:4][O:5][C:6]1[CH:11]=[CH:10][C:9]([C:12]2[CH:17]=[CH:16][N:15]([CH2:18][CH2:19][C:20]([CH3:35])([S:31]([CH3:34])(=[O:33])=[O:32])[C:21]([NH:23][O:24]C3CCCCO3)=[O:22])[C:14](=[O:36])[CH:13]=2)=[CH:8][CH:7]=1.Cl. Product: [OH:24][NH:23][C:21](=[O:22])[C:20]([CH3:35])([S:31]([CH3:34])(=[O:33])=[O:32])[CH2:19][CH2:18][N:15]1[CH:16]=[CH:17][C:12]([C:9]2[CH:10]=[CH:11][C:6]([O:5][CH2:4][CH2:3][CH2:2][OH:1])=[CH:7][CH:8]=2)=[CH:13][C:14]1=[O:36]. The catalyst class is: 169. (9) Reactant: [C:1]([O:5][C:6](=[O:12])[C@@H:7]([NH:9][CH:10]=[O:11])[CH3:8])([CH3:4])([CH3:3])[CH3:2].[Li+].CC([N-]C(C)C)C.[N:21]([C:24]1[CH:32]=[CH:31][CH:30]=[CH:29][C:25]=1[C:26](Cl)=[O:27])=[N+:22]=[N-:23]. Product: [C:1]([O:5][C:6](=[O:12])[C@@H:7]([N:9]([C:26](=[O:27])[C:25]1[CH:29]=[CH:30][CH:31]=[CH:32][C:24]=1[N:21]=[N+:22]=[N-:23])[CH:10]=[O:11])[CH3:8])([CH3:2])([CH3:3])[CH3:4]. The catalyst class is: 1.